From a dataset of Forward reaction prediction with 1.9M reactions from USPTO patents (1976-2016). Predict the product of the given reaction. (1) Given the reactants [OH-].[K+:2].C([O:5][C:6]([C:8]1[N:9]([C:17]2[CH:22]=[CH:21][CH:20]=[C:19]([Cl:23])[C:18]=2[F:24])[N:10]=[C:11]([C:14](=[O:16])[NH2:15])[C:12]=1[NH2:13])=[O:7])C, predict the reaction product. The product is: [K+:2].[NH2:13][C:12]1[C:11]([C:14](=[O:16])[NH2:15])=[N:10][N:9]([C:17]2[CH:22]=[CH:21][CH:20]=[C:19]([Cl:23])[C:18]=2[F:24])[C:8]=1[C:6]([O-:7])=[O:5]. (2) The product is: [CH3:1][O:2][C:3]([C:5]1[C:13]2[C:8](=[CH:9][CH:10]=[CH:11][CH:12]=2)[N:7]([C:15]2[C:24]3[C:19](=[CH:20][CH:21]=[CH:22][CH:23]=3)[N:18]=[C:17]([CH3:25])[CH:16]=2)[CH:6]=1)=[O:4]. Given the reactants [CH3:1][O:2][C:3]([C:5]1[C:13]2[C:8](=[CH:9][CH:10]=[CH:11][CH:12]=2)[NH:7][CH:6]=1)=[O:4].Cl[C:15]1[C:24]2[C:19](=[CH:20][CH:21]=[CH:22][CH:23]=2)[N:18]=[C:17]([CH3:25])[CH:16]=1.C([O-])([O-])=O.[Cs+].[Cs+], predict the reaction product. (3) Given the reactants [H-].[Na+].[F:3][S:4]([F:38])([F:37])([F:36])([F:35])[C:5]1[CH:10]=[CH:9][C:8](/[CH:11]=[CH:12]/[C:13]2[O:14][CH:15]=[C:16]([CH2:18][O:19][C:20]3[CH:25]=[CH:24][C:23]([CH2:26][CH2:27][CH2:28][CH2:29][C:30]4[N:31]=[N:32][NH:33][N:34]=4)=[CH:22][CH:21]=3)[N:17]=2)=[CH:7][CH:6]=1.Br[CH2:40][CH2:41][OH:42], predict the reaction product. The product is: [F:38][S:4]([F:35])([F:3])([F:36])([F:37])[C:5]1[CH:6]=[CH:7][C:8]([CH:11]=[CH:12][C:13]2[O:14][CH:15]=[C:16]([CH2:18][O:19][C:20]3[CH:21]=[CH:22][C:23]([CH2:26][CH2:27][CH2:28][CH2:29][C:30]4[N:31]=[N:32][N:33]([CH2:40][CH2:41][OH:42])[N:34]=4)=[CH:24][CH:25]=3)[N:17]=2)=[CH:9][CH:10]=1.[F:38][S:4]([F:35])([F:3])([F:36])([F:37])[C:5]1[CH:6]=[CH:7][C:8]([CH:11]=[CH:12][C:13]2[O:14][CH:15]=[C:16]([CH2:18][O:19][C:20]3[CH:21]=[CH:22][C:23]([CH2:26][CH2:27][CH2:28][CH2:29][C:30]4[N:34]([CH2:40][CH2:41][OH:42])[N:33]=[N:32][N:31]=4)=[CH:24][CH:25]=3)[N:17]=2)=[CH:9][CH:10]=1. (4) Given the reactants [NH2:1][C:2]1[C:7]([C:8]#[N:9])=[C:6]([C:10]2[CH:15]=[CH:14][CH:13]=[CH:12][N:11]=2)[C:5]([O:16][CH3:17])=[C:4]([O:18][CH3:19])[CH:3]=1.[C:20]([N:22]1[CH2:31][CH2:30][C:29]2[C:24](=[CH:25][CH:26]=[CH:27][C:28]=2[NH:32][S:33]([CH3:36])(=[O:35])=[O:34])[CH2:23]1)#[N:21].O.Cl, predict the reaction product. The product is: [NH2:9][C:8]1[C:7]2[C:2](=[CH:3][C:4]([O:18][CH3:19])=[C:5]([O:16][CH3:17])[C:6]=2[C:10]2[CH:15]=[CH:14][CH:13]=[CH:12][N:11]=2)[N:1]=[C:20]([N:22]2[CH2:31][CH2:30][C:29]3[C:24](=[CH:25][CH:26]=[CH:27][C:28]=3[NH:32][S:33]([CH3:36])(=[O:35])=[O:34])[CH2:23]2)[N:21]=1. (5) Given the reactants Br[C:2]1[C:3]([CH3:26])=[C:4]([CH2:16][N:17]([CH3:25])[C:18](=[O:24])[O:19][C:20]([CH3:23])([CH3:22])[CH3:21])[S:5][C:6]=1[S:7]([C:10]1[CH:15]=[CH:14][CH:13]=[CH:12][CH:11]=1)(=[O:9])=[O:8].[Cl:27][C:28]1[C:33](B(O)O)=[CH:32][CH:31]=[CH:30][N:29]=1.C(=O)([O-])[O-].[Na+].[Na+].COCCOC, predict the reaction product. The product is: [Cl:27][C:28]1[C:33]([C:2]2[C:3]([CH3:26])=[C:4]([CH2:16][N:17]([CH3:25])[C:18](=[O:24])[O:19][C:20]([CH3:23])([CH3:21])[CH3:22])[S:5][C:6]=2[S:7]([C:10]2[CH:11]=[CH:12][CH:13]=[CH:14][CH:15]=2)(=[O:8])=[O:9])=[CH:32][CH:31]=[CH:30][N:29]=1.